This data is from Kir2.1 potassium channel HTS with 301,493 compounds. The task is: Binary Classification. Given a drug SMILES string, predict its activity (active/inactive) in a high-throughput screening assay against a specified biological target. The compound is O1CCN(CCn2c3nc4c(nc3c(c2N)C(=O)NCCc2ccccc2)cccc4)CC1. The result is 0 (inactive).